From a dataset of Forward reaction prediction with 1.9M reactions from USPTO patents (1976-2016). Predict the product of the given reaction. (1) Given the reactants [OH:1][CH:2]1[C:18]([CH3:20])([CH3:19])[C:17](=[O:21])[CH:16]([CH3:22])[CH:15]([OH:23])[CH:14]([CH3:24])[CH2:13][CH2:12][CH2:11][CH:10]2[CH:8]([N:9]2[CH2:25][CH2:26][OH:27])[CH2:7][CH:6]([C:28]([CH3:36])=[CH:29][C:30]2[N:31]=[C:32]([CH3:35])[S:33][CH:34]=2)[O:5][C:4](=[O:37])[CH2:3]1.[C:38](=O)([O-:59])[O:39][CH2:40][CH:41](N1C2C=CC=CC=2N=N1)[S:42][S:43][C:44]1[CH:49]=[CH:48][CH:47]=[CH:46][N:45]=1, predict the reaction product. The product is: [C:38](=[O:59])([O:39][CH2:40][CH2:41][S:42][S:43][C:44]1[CH:49]=[CH:48][CH:47]=[CH:46][N:45]=1)[O:27][CH2:26][CH2:25][N:9]1[C@@H:8]2[C@H:10]1[CH2:11][CH2:12][CH2:13][C@H:14]([CH3:24])[C@H:15]([OH:23])[C@@H:16]([CH3:22])[C:17](=[O:21])[C:18]([CH3:19])([CH3:20])[C@@H:2]([OH:1])[CH2:3][C:4](=[O:37])[O:5][C@H:6](/[C:28](/[CH3:36])=[CH:29]/[C:30]1[N:31]=[C:32]([CH3:35])[S:33][CH:34]=1)[CH2:7]2. (2) Given the reactants [F:1][C:2]([F:18])([F:17])[C:3]1[CH:8]=[CH:7][C:6]([C:9]2[O:13][N:12]=[CH:11][C:10]=2[C:14]([OH:16])=O)=[CH:5][CH:4]=1.[B-](F)(F)(F)F.CN(C(ON1N=NC2C1=CC=CC=2)=[N+](C)C)C.N1C=CC=CC=1.C(O)(=O)C(O)=O.[F:53][C:54]1[CH:59]=[CH:58][C:57]([CH:60]2[CH2:64][CH2:63][NH:62][CH2:61]2)=[CH:56][CH:55]=1, predict the reaction product. The product is: [F:53][C:54]1[CH:55]=[CH:56][C:57]([CH:60]2[CH2:64][CH2:63][N:62]([C:14]([C:10]3[CH:11]=[N:12][O:13][C:9]=3[C:6]3[CH:5]=[CH:4][C:3]([C:2]([F:1])([F:18])[F:17])=[CH:8][CH:7]=3)=[O:16])[CH2:61]2)=[CH:58][CH:59]=1.